Task: Predict the product of the given reaction.. Dataset: Forward reaction prediction with 1.9M reactions from USPTO patents (1976-2016) (1) Given the reactants C([O:5][C:6](=[O:31])/[CH:7]=[CH:8]/[C:9]1[CH:10]=[C:11]2[C:16](=[CH:17][CH:18]=1)[N:15]=[CH:14][N:13]([C:19]1[CH:20]=[C:21]([CH:26]=[CH:27][C:28]=1[CH3:29])[C:22]([O:24]C)=[O:23])[C:12]2=[O:30])(C)(C)C.[OH-].[Na+].Cl, predict the reaction product. The product is: [C:6](/[CH:7]=[CH:8]/[C:9]1[CH:10]=[C:11]2[C:16](=[CH:17][CH:18]=1)[N:15]=[CH:14][N:13]([C:19]1[CH:20]=[C:21]([CH:26]=[CH:27][C:28]=1[CH3:29])[C:22]([OH:24])=[O:23])[C:12]2=[O:30])([OH:31])=[O:5]. (2) Given the reactants [CH2:1]([O:3][C:4](=[O:9])[CH2:5][C:6]([O-:8])=O)[CH3:2].[K+].C(N(CC)CC)C.[Cl-].[Mg+2].[Cl-].[F:21][C:22]1[C:27](C(Cl)=O)=[CH:26][CH:25]=[CH:24][N:23]=1, predict the reaction product. The product is: [F:21][C:22]1[C:27]([C:6](=[O:8])[CH2:5][C:4]([O:3][CH2:1][CH3:2])=[O:9])=[CH:26][CH:25]=[CH:24][N:23]=1. (3) Given the reactants [CH:1]1[C:10]2[C:5](=[CH:6][C:7]([CH:11]3[CH2:21][CH2:20][C:13]4([NH:17]C(=O)N[C:14]4=[O:19])[CH2:12]3)=[CH:8][CH:9]=2)[CH:4]=[CH:3][N:2]=1.[OH-:22].[Na+].[CH3:24]O, predict the reaction product. The product is: [NH2:17][C:13]1([C:14]([O:22][CH3:24])=[O:19])[CH2:20][CH2:21][CH:11]([C:7]2[CH:6]=[C:5]3[C:10](=[CH:9][CH:8]=2)[CH:1]=[N:2][CH:3]=[CH:4]3)[CH2:12]1. (4) Given the reactants [C:1]([O:7][C:8]([CH3:11])([CH3:10])[CH3:9])(=[O:6])[CH2:2][C:3]([CH3:5])=O.[NH3:12], predict the reaction product. The product is: [NH2:12]/[C:3](/[CH3:5])=[CH:2]\[C:1]([O:7][C:8]([CH3:11])([CH3:10])[CH3:9])=[O:6]. (5) Given the reactants C(=O)([O-])[O-].[Na+].[Na+].[N:7]1[CH:12]=[CH:11][C:10](B(O)O)=[CH:9][CH:8]=1.Br[C:17]1[CH:18]=[CH:19][C:20]([N:42]2[CH2:47][CH2:46][O:45][CH2:44][CH2:43]2)=[C:21]([NH:23][C:24]2[C:33]3[C:28](=[CH:29][CH:30]=[CH:31][CH:32]=3)[N:27]=[C:26]([C:34]3[CH:39]=[CH:38][CH:37]=[CH:36][C:35]=3[F:40])[C:25]=2[CH3:41])[CH:22]=1.CO, predict the reaction product. The product is: [F:40][C:35]1[CH:36]=[CH:37][CH:38]=[CH:39][C:34]=1[C:26]1[C:25]([CH3:41])=[C:24]([NH:23][C:21]2[CH:22]=[C:17]([C:10]3[CH:11]=[CH:12][N:7]=[CH:8][CH:9]=3)[CH:18]=[CH:19][C:20]=2[N:42]2[CH2:47][CH2:46][O:45][CH2:44][CH2:43]2)[C:33]2[C:28](=[CH:29][CH:30]=[CH:31][CH:32]=2)[N:27]=1.